From a dataset of Reaction yield outcomes from USPTO patents with 853,638 reactions. Predict the reaction yield, written as a fraction of the theoretical maximum amount of product (1.0 means a 100% yield; for example, 0.34 means a 34% yield). (1) The reactants are Cl[C:2]1[N:9]=[C:8]([C:10]([F:13])([F:12])[F:11])[CH:7]=[CH:6][C:3]=1[C:4]#[N:5].[NH:14]1[CH2:18][CH2:17][CH2:16][CH2:15]1. No catalyst specified. The product is [N:14]1([C:2]2[N:9]=[C:8]([C:10]([F:13])([F:12])[F:11])[CH:7]=[CH:6][C:3]=2[C:4]#[N:5])[CH2:18][CH2:17][CH2:16][CH2:15]1. The yield is 0.670. (2) The reactants are [NH2:1][C:2]1[CH:7]=[C:6]([Cl:8])[CH:5]=[CH:4][C:3]=1[SH:9].Br[CH2:11][C:12]1[CH:21]=[CH:20][CH:19]=[CH:18][C:13]=1[C:14]([O:16][CH3:17])=[O:15].C([O-])([O-])=O.[K+].[K+]. The catalyst is CN(C=O)C. The product is [NH2:1][C:2]1[CH:7]=[C:6]([Cl:8])[CH:5]=[CH:4][C:3]=1[S:9][CH2:11][C:12]1[CH:21]=[CH:20][CH:19]=[CH:18][C:13]=1[C:14]([O:16][CH3:17])=[O:15]. The yield is 0.840. (3) The reactants are [F:1][C:2]1[CH:7]=[CH:6][C:5](OS(C(F)(F)F)(=O)=O)=[C:4]([S:16]([N:19]2[CH2:24][CH2:23][O:22][CH2:21][CH2:20]2)(=[O:18])=[O:17])[CH:3]=1.[C:25]([O:29][CH3:30])(=[O:28])[CH:26]=[CH2:27].C1C=CC(P(C2C=CC=CC=2)CCCP(C2C=CC=CC=2)C2C=CC=CC=2)=CC=1.CCN(C(C)C)C(C)C. The catalyst is CN(C=O)C.Cl[Pd](Cl)([P](C1C=CC=CC=1)(C1C=CC=CC=1)C1C=CC=CC=1)[P](C1C=CC=CC=1)(C1C=CC=CC=1)C1C=CC=CC=1. The product is [CH3:30][O:29][C:25](=[O:28])[CH:26]=[CH:27][C:5]1[CH:6]=[CH:7][C:2]([F:1])=[CH:3][C:4]=1[S:16]([N:19]1[CH2:24][CH2:23][O:22][CH2:21][CH2:20]1)(=[O:18])=[O:17]. The yield is 0.430. (4) The reactants are [Br:1][C:2]1[CH:3]=[C:4]([CH3:35])[C:5]2[N:9]=[C:8]([CH2:10][CH2:11][CH3:12])[N:7]([CH2:13][CH2:14][O:15][C:16]3[CH:25]=[CH:24][C:23]([CH2:26][CH:27]4[S:31][C:30](=[O:32])[NH:29][C:28]4=[O:33])=[CH:22][C:17]=3[C:18]([O:20]C)=[O:19])[C:6]=2[CH:34]=1.[Li+].[OH-]. The catalyst is C1COCC1.O. The product is [Br:1][C:2]1[CH:3]=[C:4]([CH3:35])[C:5]2[N:9]=[C:8]([CH2:10][CH2:11][CH3:12])[N:7]([CH2:13][CH2:14][O:15][C:16]3[CH:25]=[CH:24][C:23]([CH2:26][CH:27]4[S:31][C:30](=[O:32])[NH:29][C:28]4=[O:33])=[CH:22][C:17]=3[C:18]([OH:20])=[O:19])[C:6]=2[CH:34]=1. The yield is 0.890. (5) The reactants are C(Cl)(=O)C(Cl)=O.CS(C)=O.[Cl:11][C:12]1[C:19]([CH3:20])=[C:18]([NH:21][C@@H:22]2[CH2:27][CH2:26][O:25][CH2:24][C@H:23]2[OH:28])[CH:17]=[CH:16][C:13]=1[C:14]#[N:15].C(N(CC)CC)C. The catalyst is ClCCl.CCOC(C)=O. The product is [Cl:11][C:12]1[C:19]([CH3:20])=[C:18]([NH:21][CH:22]2[CH2:27][CH2:26][O:25][CH2:24][C:23]2=[O:28])[CH:17]=[CH:16][C:13]=1[C:14]#[N:15]. The yield is 0.810. (6) The reactants are [N:1]1([C:6]([O:8][C:9]([CH3:12])([CH3:11])[CH3:10])=[O:7])[CH:5]=[CH:4][CH:3]=[CH:2]1.[Br:13][C:14]#[C:15][C:16]([O:18][CH3:19])=[O:17]. No catalyst specified. The product is [Br:13][C:14]1[CH:2]2[N:1]([C:6]([O:8][C:9]([CH3:12])([CH3:11])[CH3:10])=[O:7])[CH:5]([CH:4]=[CH:3]2)[C:15]=1[C:16]([O:18][CH3:19])=[O:17]. The yield is 0.300. (7) The reactants are [CH3:1][O:2][C:3](=[O:13])[CH2:4][O:5][C:6]1[CH:11]=[CH:10][C:9]([NH2:12])=[CH:8][CH:7]=1.C(N(CC)CC)C.Cl[C:22](Cl)([O:24]C(=O)OC(Cl)(Cl)Cl)Cl. The catalyst is C1(C)C=CC=CC=1. The product is [CH3:1][O:2][C:3](=[O:13])[CH2:4][O:5][C:6]1[CH:11]=[CH:10][C:9]([N:12]=[C:22]=[O:24])=[CH:8][CH:7]=1. The yield is 0.583. (8) The reactants are [CH3:1][O:2][C:3]([C:5]1[S:6][C:7]([CH2:10][CH2:11][CH2:12][C@H:13]2[CH2:17][CH2:16][C:15]([C:19]([CH3:27])([CH3:26])[O:20][SiH2:21][C:22]([CH3:25])([CH3:24])[CH3:23])(O)[C@@H:14]2[C:28]2[CH:33]=[CH:32][C:31]([CH:34]([O:40][CH2:41][C:42]3[CH:47]=[CH:46][C:45]([O:48][CH3:49])=[CH:44][CH:43]=3)[CH2:35][CH2:36][CH2:37][CH2:38][CH3:39])=[CH:30][CH:29]=2)=[CH:8][CH:9]=1)=[O:4].C([N+](CC)(CC)S(NC(=O)OC)(=O)=O)C. The catalyst is C1C=CC=CC=1. The product is [CH3:1][O:2][C:3]([C:5]1[S:6][C:7]([CH2:10][CH2:11][CH2:12][C@H:13]2[CH2:17][CH2:16][C:15]([C:19]([CH3:27])([CH3:26])[O:20][SiH2:21][C:22]([CH3:25])([CH3:23])[CH3:24])=[C:14]2[C:28]2[CH:29]=[CH:30][C:31]([CH:34]([O:40][CH2:41][C:42]3[CH:43]=[CH:44][C:45]([O:48][CH3:49])=[CH:46][CH:47]=3)[CH2:35][CH2:36][CH2:37][CH2:38][CH3:39])=[CH:32][CH:33]=2)=[CH:8][CH:9]=1)=[O:4]. The yield is 0.680. (9) The reactants are [H-].[Na+].C(OP([CH2:11][C:12]([O:14][CH2:15][CH3:16])=[O:13])(OCC)=O)C.[CH3:17][C:18]1([CH3:25])[CH2:23][CH2:22][C:21](=O)[CH:20]=[CH:19]1.O. The catalyst is O1CCCC1. The product is [CH3:17][C:18]1([CH3:25])[CH2:23][CH2:22][C:21](=[CH:11][C:12]([O:14][CH2:15][CH3:16])=[O:13])[CH:20]=[CH:19]1. The yield is 1.00.